Dataset: Catalyst prediction with 721,799 reactions and 888 catalyst types from USPTO. Task: Predict which catalyst facilitates the given reaction. (1) Reactant: [Cl:1][C:2]1[CH:3]=[C:4]([C:9]2([C:22]([F:25])([F:24])[F:23])[O:13][N:12]=[C:11]([C:14]3[CH:15]=[C:16]([CH:19]=[CH:20][CH:21]=3)[C:17]#[N:18])[CH2:10]2)[CH:5]=[C:6]([Cl:8])[CH:7]=1.[H-].[H-].[H-].[H-].[Li+].[Al+3]. Product: [ClH:1].[Cl:1][C:2]1[CH:3]=[C:4]([C:9]2([C:22]([F:24])([F:23])[F:25])[O:13][N:12]=[C:11]([C:14]3[CH:15]=[C:16]([CH:19]=[CH:20][CH:21]=3)[CH2:17][NH2:18])[CH2:10]2)[CH:5]=[C:6]([Cl:8])[CH:7]=1. The catalyst class is: 1. (2) Reactant: [Cl:1][C:2]1[CH:3]=[C:4]([CH:8]=[CH:9][CH:10]=1)[C:5](=[NH:7])[NH2:6].[F:11][C:12]([F:22])([F:21])[C:13](=O)[CH2:14][C:15](OCC)=[O:16].C[O-].[Na+].CO. Product: [Cl:1][C:2]1[CH:3]=[C:4]([C:5]2[NH:6][C:15](=[O:16])[CH:14]=[C:13]([C:12]([F:22])([F:21])[F:11])[N:7]=2)[CH:8]=[CH:9][CH:10]=1. The catalyst class is: 8. (3) Reactant: CC([N+]1(C)[C@@H]2[CH2:9][C@@H:10]([O:12][C:13]([CH:15](C3C=CC=CC=3)[CH2:16][OH:17])=[O:14])C[C@H]1CC2)C.[OH2:25].[Br-]. Product: [CH2:10]([OH:12])[CH3:9].[OH:17][CH2:16][CH:15]([CH2:13][OH:14])[OH:25]. The catalyst class is: 8. (4) Product: [OH:25][CH2:23][C:13]1[N:12]([CH:9]2[CH2:8][CH2:7][NH:6][CH2:11][CH2:10]2)[C:16]2[C:17]([CH3:21])=[CH:18][CH:19]=[CH:20][C:15]=2[N:14]=1. The catalyst class is: 33. Reactant: C(OC([N:6]1[CH2:11][CH2:10][CH:9]([N:12]2[C:16]3[C:17]([CH3:21])=[CH:18][CH:19]=[CH:20][C:15]=3[NH:14][C:13]2=O)[CH2:8][CH2:7]1)=O)C.[CH2:23]([O:25]C(N1CCC(C(C(OCC)=O)N)(C2C=CC=CC=2C)CC1)=O)C.C(O)(=O)CO.N.